From a dataset of Forward reaction prediction with 1.9M reactions from USPTO patents (1976-2016). Predict the product of the given reaction. (1) Given the reactants [NH2:1][C:2](=O)[CH2:3][CH2:4][CH:5]1[CH2:10][CH2:9][N:8]([C:11]([O:13][C:14]([CH3:17])([CH3:16])[CH3:15])=[O:12])[CH2:7][CH2:6]1, predict the reaction product. The product is: [NH2:1][CH2:2][CH2:3][CH2:4][CH:5]1[CH2:10][CH2:9][N:8]([C:11]([O:13][C:14]([CH3:17])([CH3:16])[CH3:15])=[O:12])[CH2:7][CH2:6]1. (2) Given the reactants [C:1]1([CH3:14])[CH:6]=[CH:5][CH:4]=[C:3]([N:7]2[CH:11]=[C:10](C=O)[N:9]=[CH:8]2)[CH:2]=1.[C:15]1([CH3:28])[CH:20]=[CH:19][CH:18]=[C:17]([N:21]2[C:25](C=O)=[CH:24][N:23]=[CH:22]2)[CH:16]=1.[OH-].[NH4+].II.S([O-])([O-])(=O)=S.[Na+].[Na+], predict the reaction product. The product is: [C:1]1([CH3:14])[CH:6]=[CH:5][CH:4]=[C:3]([N:7]2[C:11]([C:17]#[N:21])=[CH:10][N:9]=[CH:8]2)[CH:2]=1.[C:15]1([CH3:28])[CH:20]=[CH:19][CH:18]=[C:17]([N:21]2[CH:25]=[C:24]([C:3]#[N:7])[N:23]=[CH:22]2)[CH:16]=1. (3) The product is: [N:14]1[C:9]2[NH:10][C:11]3[C:7]([C:8]=2[CH:17]=[CH:16][CH:15]=1)=[CH:6][C:5]([C:3]1[N:18]=[C:19]([NH2:21])[S:20][CH:2]=1)=[CH:13][CH:12]=3. Given the reactants Br[CH2:2][C:3]([C:5]1[CH:6]=[C:7]2[C:11](=[CH:12][CH:13]=1)[NH:10][C:9]1[N:14]=[CH:15][CH:16]=[CH:17][C:8]2=1)=O.[NH2:18][C:19]([NH2:21])=[S:20], predict the reaction product. (4) The product is: [CH:23]1([C:26]2[O:27][C:28]([CH:31]3[CH2:36][CH2:35][N:34]([C:20](=[O:21])/[CH:19]=[CH:18]/[C:9]4[CH:10]=[CH:11][C:12]([C:14]([F:16])([F:15])[F:17])=[CH:13][C:8]=4[CH2:7][N:5]4[N:4]=[N:3][C:2]([CH3:1])=[N:6]4)[CH2:33][CH2:32]3)=[N:29][N:30]=2)[CH2:24][CH2:25]1. Given the reactants [CH3:1][C:2]1[N:3]=[N:4][N:5]([CH2:7][C:8]2[CH:13]=[C:12]([C:14]([F:17])([F:16])[F:15])[CH:11]=[CH:10][C:9]=2/[CH:18]=[CH:19]/[C:20](O)=[O:21])[N:6]=1.[CH:23]1([C:26]2[O:27][C:28]([CH:31]3[CH2:36][CH2:35][NH:34][CH2:33][CH2:32]3)=[N:29][N:30]=2)[CH2:25][CH2:24]1.C(N(CC)CC)C.C(P1(=O)OP(CCC)(=O)OP(CCC)(=O)O1)CC, predict the reaction product.